From a dataset of Full USPTO retrosynthesis dataset with 1.9M reactions from patents (1976-2016). Predict the reactants needed to synthesize the given product. (1) The reactants are: [CH3:1][O:2][CH2:3][C@H:4]([CH3:32])[O:5][C:6]1[CH:7]=[C:8](B2OC(C)(C)C(C)(C)O2)[CH:9]=[C:10]([O:12][C:13]2[CH:18]=[CH:17][C:16]([S:19]([CH3:22])(=[O:21])=[O:20])=[CH:15][CH:14]=2)[CH:11]=1.Br[C:34]1[N:35]([C:44]([O:46][C:47]([CH3:50])([CH3:49])[CH3:48])=[O:45])[C:36]([C:39]2[S:40][CH:41]=[CH:42][N:43]=2)=[CH:37][CH:38]=1.C(=O)([O-])[O-].[K+].[K+]. Given the product [CH3:1][O:2][CH2:3][C@H:4]([CH3:32])[O:5][C:6]1[CH:7]=[C:8]([C:34]2[N:35]([C:44]([O:46][C:47]([CH3:50])([CH3:49])[CH3:48])=[O:45])[C:36]([C:39]3[S:40][CH:41]=[CH:42][N:43]=3)=[CH:37][CH:38]=2)[CH:9]=[C:10]([O:12][C:13]2[CH:14]=[CH:15][C:16]([S:19]([CH3:22])(=[O:21])=[O:20])=[CH:17][CH:18]=2)[CH:11]=1, predict the reactants needed to synthesize it. (2) The reactants are: Br[C:2]1[CH:23]=[CH:22][C:21]([N+:24]([O-:26])=[O:25])=[CH:20][C:3]=1[C:4]([N:6]([CH2:11][C:12]1[CH:17]=[CH:16][C:15]([O:18][CH3:19])=[CH:14][CH:13]=1)[CH2:7][C:8]([CH3:10])=[CH2:9])=[O:5].C(O[Na])=O.CC([O-])=O.[Na+]. Given the product [CH3:19][O:18][C:15]1[CH:16]=[CH:17][C:12]([CH2:11][N:6]2[CH2:7][C:8]([CH3:10])([CH3:9])[C:2]3[C:3](=[CH:20][C:21]([N+:24]([O-:26])=[O:25])=[CH:22][CH:23]=3)[C:4]2=[O:5])=[CH:13][CH:14]=1, predict the reactants needed to synthesize it. (3) Given the product [N+:17]([C:20]1[C:21]([F:30])=[C:22]([C:26]([F:29])=[CH:27][CH:28]=1)[C:23]([OH:25])=[O:24])([O-:19])=[O:18].[ClH:41], predict the reactants needed to synthesize it. The reactants are: FC1C=CC=C(F)C=1C(O)=O.[N+]([O-])([O-])=O.[K+].[N+:17]([C:20]1[C:21]([F:30])=[C:22]([C:26]([F:29])=[CH:27][CH:28]=1)[C:23]([OH:25])=[O:24])([O-:19])=[O:18].NC1C=C2C(=CC=1)NN=C2.[ClH:41].O. (4) Given the product [Cl:1][CH2:22][CH:20]([SH:21])[CH2:19][O:18][C:5]1[CH:4]=[C:3]([OH:2])[C:16]2[C:15](=[O:17])[C:14]3[C:9]([S:8][C:7]=2[CH:6]=1)=[CH:10][CH:11]=[CH:12][CH:13]=3, predict the reactants needed to synthesize it. The reactants are: [ClH:1].[OH:2][C:3]1[C:16]2[C:15](=[O:17])[C:14]3[C:9](=[CH:10][CH:11]=[CH:12][CH:13]=3)[S:8][C:7]=2[CH:6]=[C:5]([O:18][CH2:19][CH:20]2[CH2:22][S:21]2)[CH:4]=1. (5) Given the product [C:41]([O:44][C:2]1[C:3]([CH3:20])=[C:4]2[CH2:18][CH2:17][N:16]([CH3:19])[C:5]2=[N:6][C:7]=1[CH2:8][CH2:9][CH2:10][CH2:11][CH2:12][CH2:13][CH2:14][CH3:15])(=[O:43])[CH3:42], predict the reactants needed to synthesize it. The reactants are: Br[C:2]1[C:3]([CH3:20])=[C:4]2[CH2:18][CH2:17][N:16]([CH3:19])[C:5]2=[N:6][C:7]=1[CH2:8][CH2:9][CH2:10][CH2:11][CH2:12][CH2:13][CH2:14][CH3:15].CN(C)CCN(C)C.[Li]CCCC.COB(OC)OC.[C:41]([O:44]O)(=[O:43])[CH3:42].C(N(CC)CC)C.C(OC(=O)C)(=O)C. (6) Given the product [CH:1]1([C:4]2[C:5]([N:13]3[CH2:18][CH2:17][N:16]([C:19]([C:21]4[CH:26]=[CH:25][C:24]([N:30]5[C:29]([CH3:35])([CH3:28])[CH2:33][O:32][C:31]5=[O:34])=[CH:23][CH:22]=4)=[O:20])[CH2:15][CH2:14]3)=[N:6][CH:7]=[C:8]([CH:10]3[CH2:12][CH2:11]3)[CH:9]=2)[CH2:3][CH2:2]1, predict the reactants needed to synthesize it. The reactants are: [CH:1]1([C:4]2[C:5]([N:13]3[CH2:18][CH2:17][N:16]([C:19]([C:21]4[CH:26]=[CH:25][C:24](I)=[CH:23][CH:22]=4)=[O:20])[CH2:15][CH2:14]3)=[N:6][CH:7]=[C:8]([CH:10]3[CH2:12][CH2:11]3)[CH:9]=2)[CH2:3][CH2:2]1.[CH3:28][C:29]1([CH3:35])[CH2:33][O:32][C:31](=[O:34])[NH:30]1.